This data is from Catalyst prediction with 721,799 reactions and 888 catalyst types from USPTO. The task is: Predict which catalyst facilitates the given reaction. (1) Reactant: [OH:1][C:2]1[CH:3]=[CH:4][C:5]2[CH:11]=[CH:10][C:9]3[CH:12]=[CH:13][CH:14]=[CH:15][C:8]=3[C:7](=[O:16])[C:6]=2[CH:17]=1.[F:18][C:19]([F:32])([F:31])[S:20](O[S:20]([C:19]([F:32])([F:31])[F:18])(=[O:22])=[O:21])(=[O:22])=[O:21].C(N(CC)CC)C. Product: [F:18][C:19]([F:32])([F:31])[S:20]([O:1][C:2]1[CH:3]=[CH:4][C:5]2[CH:11]=[CH:10][C:9]3[CH:12]=[CH:13][CH:14]=[CH:15][C:8]=3[C:7](=[O:16])[C:6]=2[CH:17]=1)(=[O:22])=[O:21]. The catalyst class is: 2. (2) Reactant: [C:1]([O:5][C:6](=[O:36])[N:7]([CH2:16][C:17]1[CH:18]=[N:19][C:20]([CH3:35])=[C:21]([O:25][CH2:26][C:27]2[CH:32]=[CH:31][CH:30]=[C:29]([C:33]#[N:34])[CH:28]=2)[C:22]=1[CH:23]=[O:24])[C:8]1[CH:13]=[CH:12][C:11]([C:14]#[N:15])=[CH:10][CH:9]=1)([CH3:4])([CH3:3])[CH3:2].[CH3:37][Mg]Br. Product: [C:1]([O:5][C:6](=[O:36])[N:7]([CH2:16][C:17]1[CH:18]=[N:19][C:20]([CH3:35])=[C:21]([O:25][CH2:26][C:27]2[CH:32]=[CH:31][CH:30]=[C:29]([C:33]#[N:34])[CH:28]=2)[C:22]=1[CH:23]([OH:24])[CH3:37])[C:8]1[CH:13]=[CH:12][C:11]([C:14]#[N:15])=[CH:10][CH:9]=1)([CH3:4])([CH3:3])[CH3:2]. The catalyst class is: 7. (3) Reactant: [N:1]1[CH:6]=[CH:5][CH:4]=[CH:3][C:2]=1[C:7]([NH:9][C:10]1[C:11]([C:21]([OH:23])=O)=[N:12][N:13]([CH:15]2[CH2:20][CH2:19][CH2:18][CH2:17][O:16]2)[CH:14]=1)=[O:8].[OH:24][CH:25]([CH2:28][CH3:29])[CH2:26][NH2:27].CCN=C=NCCCN(C)C.C1C=CC2N(O)N=NC=2C=1.C(=O)([O-])O.[Na+]. Product: [OH:24][CH:25]([CH2:28][CH3:29])[CH2:26][NH:27][C:21]([C:11]1[C:10]([NH:9][C:7]([C:2]2[CH:3]=[CH:4][CH:5]=[CH:6][N:1]=2)=[O:8])=[CH:14][N:13]([CH:15]2[CH2:20][CH2:19][CH2:18][CH2:17][O:16]2)[N:12]=1)=[O:23]. The catalyst class is: 3. (4) The catalyst class is: 18. Product: [F:1][C:2]1[CH:7]=[C:6]([N+:8]([O-:10])=[O:9])[CH:5]=[C:4]([S:14]([CH3:13])(=[O:16])=[O:15])[CH:3]=1. Reactant: [F:1][C:2]1[CH:7]=[C:6]([N+:8]([O-:10])=[O:9])[CH:5]=[C:4](I)[CH:3]=1.[I-].[CH3:13][S:14]([O-:16])=[O:15].[Na+].C(OCC)(=O)C. (5) Reactant: CC1(C)C(C)(C)OB([C:9]2[CH:10]=[C:11]3[C:15](=[CH:16][CH:17]=2)[N:14]([C:18]([O:20][C:21]([CH3:24])([CH3:23])[CH3:22])=[O:19])[CH2:13][CH2:12]3)O1.C([O-])([O-])=O.[K+].[K+].Br[C:33]1[C:34]([C:39]#[N:40])=[N:35][N:36]([CH3:38])[CH:37]=1. Product: [C:39]([C:34]1[C:33]([C:9]2[CH:10]=[C:11]3[C:15](=[CH:16][CH:17]=2)[N:14]([C:18]([O:20][C:21]([CH3:22])([CH3:23])[CH3:24])=[O:19])[CH2:13][CH2:12]3)=[CH:37][N:36]([CH3:38])[N:35]=1)#[N:40]. The catalyst class is: 117.